From a dataset of Forward reaction prediction with 1.9M reactions from USPTO patents (1976-2016). Predict the product of the given reaction. (1) Given the reactants [F:1][C:2]1[C:8]([F:9])=[CH:7][C:5]([NH2:6])=[C:4]([N+:10]([O-:12])=[O:11])[CH:3]=1.CO[C:15](OC)([CH3:17])[CH3:16].FC(F)(F)C(O)=O, predict the reaction product. The product is: [F:1][C:2]1[C:8]([F:9])=[CH:7][C:5]([NH:6][CH:15]([CH3:17])[CH3:16])=[C:4]([N+:10]([O-:12])=[O:11])[CH:3]=1. (2) Given the reactants Cl.Cl.[NH2:3][C@@H:4]1[CH2:8][CH2:7][C@H:6]([CH2:9][N:10]2[CH2:14][CH2:13][CH2:12][C@H:11]2[CH2:15][N:16]([CH2:29]/[C:30](/[CH3:40])=[CH:31]/[C:32]2[CH:37]=[CH:36][C:35]([F:38])=[CH:34][C:33]=2[F:39])[C:17](=[O:28])[C:18]2[CH:23]=[CH:22][C:21]([O:24][CH3:25])=[C:20]([O:26][CH3:27])[CH:19]=2)[CH2:5]1.[CH2:41](Cl)Cl.C(O[BH-](O[C:54](=O)[CH3:55])OC(=O)C)(=O)C.[Na+], predict the reaction product. The product is: [F:39][C:33]1[CH:34]=[C:35]([F:38])[CH:36]=[CH:37][C:32]=1/[CH:31]=[C:30](\[CH3:40])/[CH2:29][N:16]([CH2:15][C@@H:11]1[CH2:12][CH2:13][CH2:14][N:10]1[CH2:9][C@H:6]1[CH2:7][CH2:8][C@@H:4]([NH:3][CH:54]([CH3:55])[CH3:41])[CH2:5]1)[C:17](=[O:28])[C:18]1[CH:23]=[CH:22][C:21]([O:24][CH3:25])=[C:20]([O:26][CH3:27])[CH:19]=1. (3) Given the reactants [NH2:1][C:2]1[CH:3]=[C:4]2[C:8](=[CH:9][CH:10]=1)[N:7]([CH2:11][C:12](=[N:25][O:26][CH3:27])[CH2:13][O:14][C:15]1[CH:20]=[CH:19][CH:18]=[C:17]([C:21]([F:24])([F:23])[F:22])[CH:16]=1)[C:6](=[O:28])[C:5]2=[O:29], predict the reaction product. The product is: [CH2:6]([N:7]([CH3:11])[CH:8]=[N:1][C:2]1[CH:3]=[C:4]2[C:8](=[CH:9][CH:10]=1)[N:7]([CH2:11][C:12](=[N:25][O:26][CH3:27])[CH2:13][O:14][C:15]1[CH:20]=[CH:19][CH:18]=[C:17]([C:21]([F:23])([F:24])[F:22])[CH:16]=1)[C:6](=[O:28])[C:5]2=[O:29])[CH3:5]. (4) Given the reactants [Cl:1][C:2]1[S:3][CH:4]=[C:5]([CH2:7][CH2:8][CH2:9][CH2:10][CH2:11][CH3:12])[N:6]=1.[I:13]N1C(=O)CCC1=O, predict the reaction product. The product is: [Cl:1][C:2]1[S:3][C:4]([I:13])=[C:5]([CH2:7][CH2:8][CH2:9][CH2:10][CH2:11][CH3:12])[N:6]=1. (5) Given the reactants [O:1]1[C:6]2([CH2:11][CH2:10][CH:9]([N:12]3[C:17](=[O:18])[C:16]([CH2:19][C:20]4[CH:25]=[CH:24][C:23]([C:26]5[C:27]([C:32]#[N:33])=[CH:28][CH:29]=[CH:30][CH:31]=5)=[CH:22][CH:21]=4)=[C:15]([CH2:34][CH2:35][CH3:36])[N:14]4[N:37]=[CH:38][N:39]=[C:13]34)[CH2:8][CH2:7]2)[O:5][CH2:4][CH2:3][CH2:2]1.C([BH3-])#N.[Na+].O1CCCC1, predict the reaction product. The product is: [OH:1][CH2:2][CH2:3][CH2:4][O:5][C@H:6]1[CH2:11][CH2:10][C@H:9]([N:12]2[C:17](=[O:18])[C:16]([CH2:19][C:20]3[CH:21]=[CH:22][C:23]([C:26]4[C:27]([C:32]#[N:33])=[CH:28][CH:29]=[CH:30][CH:31]=4)=[CH:24][CH:25]=3)=[C:15]([CH2:34][CH2:35][CH3:36])[N:14]3[N:37]=[CH:38][N:39]=[C:13]23)[CH2:8][CH2:7]1. (6) Given the reactants [CH3:1][C:2]1[CH:7]=[CH:6][C:5]([S:8](Cl)(=[O:10])=[O:9])=[CH:4][CH:3]=1.[OH:12][C@@H:13]1[CH2:19][CH2:18][CH2:17][N:16]([C:20]([O:22][CH2:23][CH3:24])=[O:21])[CH2:15][CH2:14]1, predict the reaction product. The product is: [S:8]([O:12][C@@H:13]1[CH2:19][CH2:18][CH2:17][N:16]([C:20]([O:22][CH2:23][CH3:24])=[O:21])[CH2:15][CH2:14]1)([C:5]1[CH:6]=[CH:7][C:2]([CH3:1])=[CH:3][CH:4]=1)(=[O:10])=[O:9]. (7) Given the reactants C(OC(=O)C[C:8]1([CH2:20][C:21]([OH:23])=[O:22])[C:14]2[CH:15]=[CH:16][CH:17]=[CH:18][C:13]=2[NH:12][C:11](=[O:19])[CH2:10][CH2:9]1)(C)(C)C.F[C:26](F)(F)[C:27]([OH:29])=O.[NH:32]1[C:36]2[CH:37]=[CH:38][CH:39]=[CH:40][C:35]=2[N:34]=[C:33]1[C:41]1[N:46]=[CH:45][C:44]([CH2:47][NH2:48])=[CH:43][CH:42]=1, predict the reaction product. The product is: [NH:32]1[C:36]2[CH:37]=[CH:38][CH:39]=[CH:40][C:35]=2[N:34]=[C:33]1[C:41]1[N:46]=[CH:45][C:44]([CH2:47][NH:48][C:27](=[O:29])[CH2:26][N:12]2[C:13]3[CH:18]=[CH:17][CH:16]=[CH:15][C:14]=3[CH:8]([CH2:20][C:21]([OH:23])=[O:22])[CH2:9][CH2:10][C:11]2=[O:19])=[CH:43][CH:42]=1. (8) Given the reactants C(OC([NH:8][CH2:9][CH:10]1[CH2:15][CH2:14][N:13]([C:16]2[N:20]([CH3:21])[N:19]=[CH:18][C:17]=2[NH:22][C:23]([C:25]2[N:26]=[C:27](Br)[S:28][C:29]=2[NH:30]C(=O)OC(C)(C)C)=[O:24])[CH2:12][CH2:11]1)=O)CCC.[F:39][C:40]1[CH:41]=[CH:42][C:43]([OH:49])=[C:44](B(O)O)[CH:45]=1, predict the reaction product. The product is: [NH2:30][C:29]1[S:28][C:27]([C:42]2[CH:41]=[C:40]([F:39])[CH:45]=[CH:44][C:43]=2[OH:49])=[N:26][C:25]=1[C:23]([NH:22][C:17]1[CH:18]=[N:19][N:20]([CH3:21])[C:16]=1[N:13]1[CH2:12][CH2:11][CH:10]([CH2:9][NH2:8])[CH2:15][CH2:14]1)=[O:24].